From a dataset of Catalyst prediction with 721,799 reactions and 888 catalyst types from USPTO. Predict which catalyst facilitates the given reaction. (1) Reactant: [NH2:1][C:2]1[N:6]([C:7]2[CH:12]=[CH:11][CH:10]=[CH:9][CH:8]=2)[N:5]=[CH:4][C:3]=1[C:13]([NH2:15])=[O:14].C1(NN)C=CC=CC=1.[C:24]([O:28][C:29]([NH:31][CH2:32][C:33](OCC)=O)=[O:30])([CH3:27])([CH3:26])[CH3:25].[H-].[Na+]. Product: [O:14]=[C:13]1[NH:15][C:33]([CH2:32][NH:31][C:29](=[O:30])[O:28][C:24]([CH3:27])([CH3:26])[CH3:25])=[N:1][C:2]2[N:6]([C:7]3[CH:12]=[CH:11][CH:10]=[CH:9][CH:8]=3)[N:5]=[CH:4][C:3]1=2. The catalyst class is: 12. (2) Reactant: [C:1]1([Li])[CH:6]=[CH:5][CH:4]=[CH:3][CH:2]=1.[CH3:8][C:9]1([CH3:24])[C@@H:12]([CH2:13][CH2:14][N:15]2[CH2:20][CH2:19][O:18][CH2:17][CH2:16]2)[CH2:11][C@H:10]1[C:21](=[O:23])[CH3:22]. Product: [CH3:24][C:9]1([CH3:8])[C@@H:12]([CH2:13][CH2:14][N:15]2[CH2:20][CH2:19][O:18][CH2:17][CH2:16]2)[CH2:11][C@H:10]1[C@@:21]([C:1]1[CH:6]=[CH:5][CH:4]=[CH:3][CH:2]=1)([OH:23])[CH3:22]. The catalyst class is: 1. (3) The catalyst class is: 2. Product: [Cl:15][C:16]1[CH:25]=[CH:24][C:19]([C:20]2[S:21][CH:1]([C:3]3[CH:14]=[CH:13][CH:12]=[CH:11][C:4]=3[O:5][CH2:6][C:7]([NH:9][CH3:10])=[O:8])[N:23]([C:38](=[O:39])[C:37]3[C:41]([F:46])=[CH:42][C:43]([F:45])=[CH:44][C:36]=3[F:35])[N:22]=2)=[CH:18][CH:17]=1. Reactant: [CH:1]([C:3]1[CH:14]=[CH:13][CH:12]=[CH:11][C:4]=1[O:5][CH2:6][C:7]([NH:9][CH3:10])=[O:8])=O.[Cl:15][C:16]1[CH:25]=[CH:24][C:19]([C:20]([NH:22][NH2:23])=[S:21])=[CH:18][CH:17]=1.CCN(C(C)C)C(C)C.[F:35][C:36]1[CH:44]=[C:43]([F:45])[CH:42]=[C:41]([F:46])[C:37]=1[C:38](Cl)=[O:39].